This data is from Drug-target binding data from BindingDB using IC50 measurements. The task is: Regression. Given a target protein amino acid sequence and a drug SMILES string, predict the binding affinity score between them. We predict pIC50 (pIC50 = -log10(IC50 in M); higher means more potent). Dataset: bindingdb_ic50. (1) The drug is CC(C)(N)C(=O)N1CC2=NNC(=O)c3cccc4[nH]c(c2c34)C1. The target protein (Q9UGN5) has sequence MAARRRRSTGGGRARALNESKRVNNGNTAPEDSSPAKKTRRCQRQESKKMPVAGGKANKDRTEDKQDGMPGRSWASKRVSESVKALLLKGKAPVDPECTAKVGKAHVYCEGNDVYDVMLNQTNLQFNNNKYYLIQLLEDDAQRNFSVWMRWGRVGKMGQHSLVACSGNLNKAKEIFQKKFLDKTKNNWEDREKFEKVPGKYDMLQMDYATNTQDEEETKKEESLKSPLKPESQLDLRVQELIKLICNVQAMEEMMMEMKYNTKKAPLGKLTVAQIKAGYQSLKKIEDCIRAGQHGRALMEACNEFYTRIPHDFGLRTPPLIRTQKELSEKIQLLEALGDIEIAIKLVKTELQSPEHPLDQHYRNLHCALRPLDHESYEFKVISQYLQSTHAPTHSDYTMTLLDLFEVEKDGEKEAFREDLHNRMLLWHGSRMSNWVGILSHGLRIAPPEAPITGYMFGKGIYFADMSSKSANYCFASRLKNTGLLLLSEVALGQCNELLE.... The pIC50 is 6.0. (2) The small molecule is CCN1C(=O)/C(=C/c2ccc(-c3ccccc3[N+](=O)[O-])o2)SC1=S. The target protein sequence is MNKQRIYSIVAILLFVVGGVLIGKPFYDGYQAEKKQTENVQAVQKMDYEKHETEFVDASKIDQPDLAEVANASLDKKQVIGRISIPSVSLELPVLKSSTEKNLLSGAATVKENQVMGKGNYALAGHNMSKKGVLFSDIASLKKGDKIYLYDNENEYEYAVTGVSEVTPDKWEVVEDHGKDEITLITCVSVKDNSKRYVVAGDLVGTKAKK. The pIC50 is 4.1. (3) The drug is CCCN(CCC)S(=O)(=O)c1ccc(C(=O)O)cc1. The target protein (Q96RD7) has sequence MAIAQLATEYVFSDFLLKEPTEPKFKGLRLELAVDKMVTCIAVGLPLLLISLAFAQEISIGTQISCFSPSSFSWRQAAFVDSYCWAAVQQKNSLQSESGNLPLWLHKFFPYILLLFAILLYLPPLFWRFAAAPHICSDLKFIMEELDKVYNRAIKAAKSARDLDMRDGACSVPGVTENLGQSLWEVSESHFKYPIVEQYLKTKKNSNNLIIKYISCRLLTLIIILLACIYLGYYFSLSSLSDEFVCSIKSGILRNDSTVPDQFQCKLIAVGIFQLLSVINLVVYVLLAPVVVYTLFVPFRQKTDVLKVYEILPTFDVLHFKSEGYNDLSLYNLFLEENISEVKSYKCLKVLENIKSSGQGIDPMLLLTNLGMIKMDVVDGKTPMSAEMREEQGNQTAELQGMNIDSETKANNGEKNARQRLLDSSC. The pIC50 is 3.8. (4) The small molecule is CC(NNC(=O)c1ccc(-c2ccccc2)cc1)=C1C(=O)c2ccccc2C1=O. The target protein (A0A0B4J268) has sequence MRQVARVIVFLTLSTLSLAKTTQPISMDSYEGQEVNITCSHNNIATNDYITWYQQFPSQGPRFIIQGYKTKVTNEVASLFIPADRKSSTLSLPRVSLSDTAVYYCLVGD. The pIC50 is 4.0. (5) The small molecule is CC(=O)N1CCc2cc(-c3cnc(NC4CCNCC4)c4[nH]c(=O)c(C)cc34)ccc21. The target protein (Q6PL18) has sequence MVVLRSSLELHNHSAASATGSLDLSSDFLSLEHIGRRRLRSAGAAQKKPAATTAKAGDGSSVKEVETYHRTRALRSLRKDAQNSSDSSFEKNVEITEQLANGRHFTRQLARQQADKKKEEHREDKVIPVTRSLRARNIVQSTEHLHEDNGDVEVRRSCRIRSRYSGVNQSMLFDKLITNTAEAVLQKMDDMKKMRRQRMRELEDLGVFNETEESNLNMYTRGKQKDIQRTDEETTDNQEGSVESSEEGEDQEHEDDGEDEDDEDDDDDDDDDDDDDDEDDEDEEDGEEENQKRYYLRQRKATVYYQAPLEKPRHQRKPNIFYSGPASPARPRYRLSSAGPRSPYCKRMNRRRHAIHSSDSTSSSSSEDEQHFERRRKRSRNRAINRCLPLNFRKDELKGIYKDRMKIGASLADVDPMQLDSSVRFDSVGGLSNHIAALKEMVVFPLLYPEVFEKFKIQPPRGCLFYGPPGTGKTLVARALANECSQGDKRVAFFMRKGAD.... The pIC50 is 5.5.